From a dataset of Forward reaction prediction with 1.9M reactions from USPTO patents (1976-2016). Predict the product of the given reaction. (1) The product is: [Br:21][C:10]1[C:11]2[C:16](=[CH:15][C:14]([C:17]([O:19][CH3:20])=[O:18])=[CH:13][CH:12]=2)[N:8]([C:5]2[CH:4]=[CH:3][C:2]([CH3:1])=[CH:7][CH:6]=2)[N:9]=1. Given the reactants [CH3:1][C:2]1[CH:7]=[CH:6][C:5]([N:8]2[C:16]3[C:11](=[CH:12][CH:13]=[C:14]([C:17]([O:19][CH3:20])=[O:18])[CH:15]=3)[CH:10]=[N:9]2)=[CH:4][CH:3]=1.[Br:21]Br, predict the reaction product. (2) Given the reactants [S:1].O.[S:3]([O-:7])([O-:6])(=[O:5])=[O:4].[Zn+2:8].O.[S:10]([O-:14])([O-:13])(=[O:12])=[O:11].[Mg+2:15], predict the reaction product. The product is: [S:1].[S:3]([O-:7])([O-:6])(=[O:5])=[O:4].[Zn+2:8].[S:10]([O-:14])([O-:13])(=[O:12])=[O:11].[Mg+2:15]. (3) Given the reactants [CH2:1]([N:3]([CH2:16][CH3:17])[CH:4]1[CH2:12][C:11]2[C:6](=[CH:7][CH:8]=[C:9]([N+:13]([O-])=O)[CH:10]=2)[CH2:5]1)[CH3:2], predict the reaction product. The product is: [CH2:16]([N:3]([CH2:1][CH3:2])[CH:4]1[CH2:12][C:11]2[C:6](=[CH:7][CH:8]=[C:9]([NH2:13])[CH:10]=2)[CH2:5]1)[CH3:17]. (4) Given the reactants [CH3:1][O:2][C:3]1[CH:4]=[CH:5][C:6]([N:11]2[C:20](=[O:21])[C:19]3[C:14](=[CH:15][C:16]([C:24]([OH:26])=O)=[C:17]([O:22][CH3:23])[CH:18]=3)[NH:13][C:12]2=[S:27])=[N:7][C:8]=1[O:9][CH3:10].CCN(C(C)C)C(C)C.CN(C(ON1N=NC2C=CC=NC1=2)=[N+](C)C)C.F[P-](F)(F)(F)(F)F.[Cl:61][C:62]1[CH:69]=[CH:68][C:65]([CH2:66][NH2:67])=[CH:64][CH:63]=1, predict the reaction product. The product is: [Cl:61][C:62]1[CH:69]=[CH:68][C:65]([CH2:66][NH:67][C:24]([C:16]2[CH:15]=[C:14]3[C:19]([C:20](=[O:21])[N:11]([C:6]4[CH:5]=[CH:4][C:3]([O:2][CH3:1])=[C:8]([O:9][CH3:10])[N:7]=4)[C:12](=[S:27])[NH:13]3)=[CH:18][C:17]=2[O:22][CH3:23])=[O:26])=[CH:64][CH:63]=1. (5) Given the reactants Cl.[NH2:2][C@H:3]1[CH2:7][CH2:6][CH2:5][C@H:4]1[C:8]([O:10][CH2:11][CH3:12])=[O:9].C(N(CC)CC)C.[CH:20]1([CH2:23][CH:24]=O)[CH2:22][CH2:21]1.C([BH3-])#N.[Na+], predict the reaction product. The product is: [CH2:11]([O:10][C:8]([C@@H:4]1[CH2:5][CH2:6][CH2:7][C@@H:3]1[NH:2][CH2:24][CH2:23][CH:20]1[CH2:22][CH2:21]1)=[O:9])[CH3:12].[CH2:11]([O:10][C:8]([C@@H:4]1[CH2:5][CH2:6][CH2:7][C@H:3]1[NH:2][CH2:24][CH2:23][CH:20]1[CH2:22][CH2:21]1)=[O:9])[CH3:12].